From a dataset of Forward reaction prediction with 1.9M reactions from USPTO patents (1976-2016). Predict the product of the given reaction. (1) Given the reactants [C:1]1([N:7]2[C:11]([C:12]3[CH:17]=[CH:16][CH:15]=[CH:14][CH:13]=3)=[CH:10][C:9]([CH2:18][CH2:19][CH:20]=O)=[N:8]2)[CH:6]=[CH:5][CH:4]=[CH:3][CH:2]=1.[CH3:22][O:23][C:24]1[CH:29]=[CH:28][C:27]([N:30]2[CH2:35][CH2:34][NH:33][CH2:32][CH2:31]2)=[CH:26][CH:25]=1.CCN(C(C)C)C(C)C.[BH-](OC(C)=O)(OC(C)=O)OC(C)=O.[Na+], predict the reaction product. The product is: [CH3:22][O:23][C:24]1[CH:25]=[CH:26][C:27]([N:30]2[CH2:35][CH2:34][N:33]([CH2:20][CH2:19][CH2:18][C:9]3[CH:10]=[C:11]([C:12]4[CH:17]=[CH:16][CH:15]=[CH:14][CH:13]=4)[N:7]([C:1]4[CH:6]=[CH:5][CH:4]=[CH:3][CH:2]=4)[N:8]=3)[CH2:32][CH2:31]2)=[CH:28][CH:29]=1. (2) The product is: [N:7]1[C:8]2[C:13](=[CH:12][CH:11]=[N:10][CH:9]=2)[C:4]([NH2:1])=[CH:5][CH:6]=1. Given the reactants [N+:1]([C:4]1[C:13]2[C:8](=[CH:9][N:10]=[CH:11][CH:12]=2)[N+:7]([O-])=[CH:6][CH:5]=1)([O-])=O, predict the reaction product. (3) Given the reactants C(N(CC)CC)C.[C:8](O)([C:10](F)(F)F)=[O:9].[NH2:15][C@@H:16]1[C:27](=[O:28])[O:26][CH2:25][C@@H:24]([C:29]2[CH:34]=[CH:33][CH:32]=[CH:31][CH:30]=2)[NH:23][C:22](=[O:35])[CH2:21][CH2:20][CH:19]=[CH:18][CH2:17]1.C(OC(=O)C)(=O)C, predict the reaction product. The product is: [O:35]=[C:22]1[CH2:21][CH2:20][CH:19]=[CH:18][CH2:17][C@H:16]([NH:15][C:8](=[O:9])[CH3:10])[C:27](=[O:28])[O:26][CH2:25][C@@H:24]([C:29]2[CH:34]=[CH:33][CH:32]=[CH:31][CH:30]=2)[NH:23]1. (4) The product is: [F:25][C:26]1[CH:31]=[CH:30][C:29]([NH:32][C:33]2[C:34]3[C:41]([CH3:42])=[C:40]([C:43]([NH:2][CH3:1])=[O:45])[S:39][C:35]=3[N:36]=[CH:37][N:38]=2)=[C:28]([O:47][CH:48]2[CH2:49][CH2:50][O:51][CH2:52][CH2:53]2)[CH:27]=1. Given the reactants [CH3:1][N:2](C(ON1N=NC2C=CC=NC1=2)=[N+](C)C)C.F[P-](F)(F)(F)(F)F.[F:25][C:26]1[CH:31]=[CH:30][C:29]([NH:32][C:33]2[C:34]3[C:41]([CH3:42])=[C:40]([C:43]([O:45]C)=O)[S:39][C:35]=3[N:36]=[CH:37][N:38]=2)=[C:28]([O:47][CH:48]2[CH2:53][CH2:52][O:51][CH2:50][CH2:49]2)[CH:27]=1.CCN(C(C)C)C(C)C.CN, predict the reaction product. (5) Given the reactants C([O:8][C:9]1[C:14]([N+:15]([O-])=O)=[CH:13][N:12]=[C:11]([O:18][CH2:19][C@@H:20]([NH:22][C:23](=[O:29])[O:24][C:25]([CH3:28])([CH3:27])[CH3:26])[CH3:21])[N:10]=1)C1C=CC=CC=1.[F:30][C:31]1([F:45])[CH2:33][CH:32]1[CH2:34][O:35][C:36]1[CH:44]=[CH:43][C:39]([C:40](O)=[O:41])=[CH:38][CH:37]=1, predict the reaction product. The product is: [F:30][C:31]1([F:45])[CH2:33][CH:32]1[CH2:34][O:35][C:36]1[CH:44]=[CH:43][C:39]([C:40]([NH:15][C:14]2[C:9]([OH:8])=[N:10][C:11]([O:18][CH2:19][C@@H:20]([NH:22][C:23](=[O:29])[O:24][C:25]([CH3:26])([CH3:27])[CH3:28])[CH3:21])=[N:12][CH:13]=2)=[O:41])=[CH:38][CH:37]=1. (6) Given the reactants [I:1][C:2]1[CH:7]=[N:6][NH:5][C:4](=[O:8])[CH:3]=1.C(=O)([O-])[O-].[K+].[K+].[CH2:15](Br)[C:16]1[CH:21]=[CH:20][CH:19]=[CH:18][CH:17]=1, predict the reaction product. The product is: [CH2:15]([N:5]1[C:4](=[O:8])[CH:3]=[C:2]([I:1])[CH:7]=[N:6]1)[C:16]1[CH:21]=[CH:20][CH:19]=[CH:18][CH:17]=1. (7) Given the reactants [C:1]([C:5]1[S:9]/[C:8](=[N:10]\[C:11](=[O:24])[C:12]2[CH:17]=[C:16]([C:18]([F:21])([F:20])[F:19])[CH:15]=[CH:14][C:13]=2[CH:22]=O)/[N:7]([CH2:25][C@H:26]2[CH2:30][CH2:29][CH2:28][O:27]2)[CH:6]=1)([CH3:4])([CH3:3])[CH3:2].[NH:31]1[CH2:34][CH2:33][CH2:32]1.C(O)(=O)C.C(O[BH-](OC(=O)C)OC(=O)C)(=O)C.[Na+], predict the reaction product. The product is: [N:31]1([CH2:22][C:13]2[CH:14]=[CH:15][C:16]([C:18]([F:19])([F:20])[F:21])=[CH:17][C:12]=2[C:11](/[N:10]=[C:8]2\[S:9][C:5]([C:1]([CH3:3])([CH3:2])[CH3:4])=[CH:6][N:7]\2[CH2:25][C@H:26]2[CH2:30][CH2:29][CH2:28][O:27]2)=[O:24])[CH2:34][CH2:33][CH2:32]1. (8) Given the reactants [CH:1]1([C:4]([C:6]2[CH:7]=[C:8]([C:14]#[N:15])[C:9](=O)[NH:10][C:11]=2[CH3:12])=[O:5])[CH2:3][CH2:2]1.O=P(Cl)(Cl)[Cl:18], predict the reaction product. The product is: [Cl:18][C:9]1[N:10]=[C:11]([CH3:12])[C:6]([C:4]([CH:1]2[CH2:3][CH2:2]2)=[O:5])=[CH:7][C:8]=1[C:14]#[N:15]. (9) Given the reactants [CH:1]1C=C[C:4](P([C:2]2[CH:1]=CC=[CH:4][CH:3]=2)[C:2]2[CH:1]=CC=[CH:4][CH:3]=2)=[CH:3][CH:2]=1.[Cl:20][C:21]1[CH:22]=[CH:23][C:24]([NH:27][C:28](=[O:48])[C:29]2[CH:34]=[CH:33][CH:32]=[CH:31][C:30]=2[NH:35][C:36](=[O:47])[C:37]2[CH:42]=[CH:41][C:40]([CH:43]([CH3:45])[CH3:44])=[CH:39][C:38]=2[OH:46])=[N:25][CH:26]=1.CC(OC(/[N:55]=N/C(OC(C)C)=O)=O)C.C1(=O)OC(=O)C2=CC=CC=C12, predict the reaction product. The product is: [Cl:20][C:21]1[CH:22]=[CH:23][C:24]([NH:27][C:28](=[O:48])[C:29]2[CH:34]=[CH:33][CH:32]=[CH:31][C:30]=2[NH:35][C:36](=[O:47])[C:37]2[CH:42]=[CH:41][C:40]([CH:43]([CH3:44])[CH3:45])=[CH:39][C:38]=2[O:46][CH:2]2[CH2:3][CH2:4][NH:55][CH2:1]2)=[N:25][CH:26]=1. (10) Given the reactants [CH3:1][C:2]1[O:26][C:5]2=[CH:6][C:7]3[S:8][C:9]4[C:14]([C:15]=3[C:16]([C:17]3[CH:22]=[C:21]([I:23])[C:20]([OH:24])=[C:19]([I:25])[CH:18]=3)=[C:4]2[C:3]=1[CH3:27])=[CH:13][CH:12]=[CH:11][CH:10]=4.O[C@@H:29]([CH2:34][C:35]1[CH:40]=[CH:39][CH:38]=[CH:37][CH:36]=1)[C:30]([O:32]C)=[O:31], predict the reaction product. The product is: [CH3:1][C:2]1[O:26][C:5]2=[CH:6][C:7]3[S:8][C:9]4[C:14]([C:15]=3[C:16]([C:17]3[CH:18]=[C:19]([I:25])[C:20]([O:24][C@H:29]([CH2:34][C:35]5[CH:40]=[CH:39][CH:38]=[CH:37][CH:36]=5)[C:30]([OH:32])=[O:31])=[C:21]([I:23])[CH:22]=3)=[C:4]2[C:3]=1[CH3:27])=[CH:13][CH:12]=[CH:11][CH:10]=4.